Predict the product of the given reaction. From a dataset of Forward reaction prediction with 1.9M reactions from USPTO patents (1976-2016). (1) Given the reactants [C:10](P([C:10]([CH3:13])([CH3:12])[CH3:11])[C:10]([CH3:13])([CH3:12])[CH3:11])([CH3:13])([CH3:12])[CH3:11].[NH2:14][C:15]1[CH:28]=[CH:27][C:26]2[S:25][C:24]3[C:19](=[CH:20][CH:21]=[C:22]([NH2:29])[CH:23]=3)[S:18][C:17]=2[CH:16]=1.Br[C:31]1[CH:36]=[CH:35][CH:34]=[CH:33][C:32]=1[C:37]1[CH:42]=[CH:41][CH:40]=[CH:39][C:38]=1Br.[CH3:44][C:45](C)([O-])[CH3:46].[Na+].C1(C)[C:51]([CH3:56])=[CH:52][CH:53]=[CH:54]C=1, predict the reaction product. The product is: [CH:34]1[C:33]2[N:29]([C:22]3[CH:21]=[CH:20][C:19]4[S:18][C:17]5[C:26](=[CH:27][CH:28]=[C:15]([N:14]6[C:12]7[CH:46]=[CH:45][CH:44]=[CH:11][C:10]=7[C:13]7[C:56]6=[CH:51][CH:52]=[CH:53][CH:54]=7)[CH:16]=5)[S:25][C:24]=4[CH:23]=3)[C:42]3[C:37](=[CH:38][CH:39]=[CH:40][CH:41]=3)[C:32]=2[CH:31]=[CH:36][CH:35]=1. (2) The product is: [CH3:13][S:10]([CH2:9][C:7]1[CH:6]=[C:5]([N:14]2[CH2:15][CH2:16][O:17][CH2:18][CH2:19]2)[N:4]=[C:3]([C:22]2[CH:23]=[CH:24][S:20][CH:21]=2)[N:8]=1)(=[O:11])=[O:12]. Given the reactants CS[C:3]1[N:8]=[C:7]([CH2:9][S:10]([CH3:13])(=[O:12])=[O:11])[CH:6]=[C:5]([N:14]2[CH2:19][CH2:18][O:17][CH2:16][CH2:15]2)[N:4]=1.[S:20]1[CH:24]=[CH:23][C:22](B(O)O)=[CH:21]1, predict the reaction product. (3) Given the reactants [CH3:1][S:2]([NH:5][CH:6]1[CH2:10][CH2:9][CH:8]([NH:11][C:12]([C:14]2[C:22]3[C:17](=[N:18][CH:19]=[C:20]([C:23]4[C:31]5[C:26](=[CH:27][C:28]([Cl:32])=[CH:29][CH:30]=5)[N:25]([CH3:33])[N:24]=4)[N:21]=3)[N:16](COCC[Si](C)(C)C)[CH:15]=2)=[O:13])[CH2:7]1)(=[O:4])=[O:3].FC(F)(F)C(O)=O.C(N)CN, predict the reaction product. The product is: [CH3:1][S:2]([NH:5][CH:6]1[CH2:10][CH2:9][CH:8]([NH:11][C:12]([C:14]2[C:22]3[C:17](=[N:18][CH:19]=[C:20]([C:23]4[C:31]5[C:26](=[CH:27][C:28]([Cl:32])=[CH:29][CH:30]=5)[N:25]([CH3:33])[N:24]=4)[N:21]=3)[NH:16][CH:15]=2)=[O:13])[CH2:7]1)(=[O:4])=[O:3]. (4) The product is: [CH2:44]([O:51][NH:52][C:9](=[O:10])[C@H:8]([N:7]([CH2:6][C:5]1[CH:40]=[CH:41][C:42]2[O:43][CH2:1][O:2][C:3]=2[CH:4]=1)[S:27]([C:30]1[C:31]([CH3:39])=[CH:32][C:33]([O:37][CH3:38])=[CH:34][C:35]=1[CH3:36])(=[O:28])=[O:29])[CH2:12][NH:13][C:14]([C:16]1[CH:21]=[CH:20][CH:19]=[CH:18][C:17]=1[N:22]1[CH:23]=[CH:24][CH:25]=[CH:26]1)=[O:15])[C:45]1[CH:50]=[CH:49][CH:48]=[CH:47][CH:46]=1. Given the reactants [CH2:1]1[O:43][C:42]2[CH:41]=[CH:40][C:5]([CH2:6][N:7]([S:27]([C:30]3[C:35]([CH3:36])=[CH:34][C:33]([O:37][CH3:38])=[CH:32][C:31]=3[CH3:39])(=[O:29])=[O:28])[C@H:8]([CH2:12][NH:13][C:14]([C:16]3[CH:21]=[CH:20][CH:19]=[CH:18][C:17]=3[N:22]3[CH:26]=[CH:25][CH:24]=[CH:23]3)=[O:15])[C:9](O)=[O:10])=[CH:4][C:3]=2[O:2]1.[CH2:44]([O:51][NH2:52])[C:45]1[CH:50]=[CH:49][CH:48]=[CH:47][CH:46]=1.O.ON1C2C=CC=CC=2N=N1.CN1CCOCC1, predict the reaction product. (5) Given the reactants [CH3:1][C:2]1[CH:3]=[C:4]([C:12](=O)[CH2:13][C:14](=O)[C:15]([F:18])([F:17])[F:16])[CH:5]=[CH:6][C:7]=1[C:8]([F:11])([F:10])[F:9].[NH2:21][C:22]1[C:26]([C:27]2[CH:32]=[CH:31][N:30]=[CH:29][CH:28]=2)=[CH:25][NH:24][N:23]=1, predict the reaction product. The product is: [CH3:1][C:2]1[CH:3]=[C:4]([C:12]2[CH:13]=[C:14]([C:15]([F:18])([F:17])[F:16])[N:23]3[N:24]=[CH:25][C:26]([C:27]4[CH:32]=[CH:31][N:30]=[CH:29][CH:28]=4)=[C:22]3[N:21]=2)[CH:5]=[CH:6][C:7]=1[C:8]([F:11])([F:10])[F:9]. (6) Given the reactants [CH3:1][O:2][C:3](=[O:26])/[CH:4]=[CH:5]/[C:6]1[CH:11]=[CH:10][C:9]([CH2:12][NH:13][CH2:14][CH2:15][C:16]2[C:24]3[C:19](=[CH:20][CH:21]=[CH:22][CH:23]=3)[NH:18][C:17]=2[CH3:25])=[CH:8][CH:7]=1.[ClH:27].O1CCOCC1.C(OCC)C, predict the reaction product. The product is: [ClH:27].[CH3:1][O:2][C:3](=[O:26])/[CH:4]=[CH:5]/[C:6]1[CH:11]=[CH:10][C:9]([CH2:12][NH:13][CH2:14][CH2:15][C:16]2[C:24]3[C:19](=[CH:20][CH:21]=[CH:22][CH:23]=3)[NH:18][C:17]=2[CH3:25])=[CH:8][CH:7]=1.